This data is from Full USPTO retrosynthesis dataset with 1.9M reactions from patents (1976-2016). The task is: Predict the reactants needed to synthesize the given product. (1) Given the product [CH2:1]([O:3][C:4]1[N:8]([CH2:9][C:10]2[CH:11]=[CH:12][C:13]([C:16]3[CH:21]=[CH:20][CH:19]=[CH:18][C:17]=3[C:22](=[N:24][OH:25])[NH2:23])=[CH:14][CH:15]=2)[C:7]2[C:26]([C:30]([O:32][CH2:42][C:43]3[O:44][C:45](=[O:49])[O:46][C:47]=3[CH3:48])=[O:31])=[CH:27][CH:28]=[CH:29][C:6]=2[N:5]=1)[CH3:2], predict the reactants needed to synthesize it. The reactants are: [CH2:1]([O:3][C:4]1[N:8]([CH2:9][C:10]2[CH:15]=[CH:14][C:13]([C:16]3[CH:21]=[CH:20][CH:19]=[CH:18][C:17]=3[C:22](=[N:24][OH:25])[NH2:23])=[CH:12][CH:11]=2)[C:7]2[C:26]([C:30]([OH:32])=[O:31])=[CH:27][CH:28]=[CH:29][C:6]=2[N:5]=1)[CH3:2].C(=O)([O-])[O-].[K+].[K+].[I-].[Na+].Cl[CH2:42][C:43]1[O:44][C:45](=[O:49])[O:46][C:47]=1[CH3:48].Cl. (2) Given the product [CH2:3]([N:5]([CH3:37])[C:6]1[CH:11]=[CH:10][CH:9]=[CH:8][C:7]=1[C:12]1[CH:21]=[CH:20][C:15]([C:16]([O-:18])=[O:17])=[C:14]([NH:22][C:23]([C:25]2[CH:26]=[N:27][CH:28]=[C:29]([C:31]3[CH:36]=[CH:35][CH:34]=[CH:33][CH:32]=3)[CH:30]=2)=[O:24])[CH:13]=1)[CH3:4].[Na+:2], predict the reactants needed to synthesize it. The reactants are: [OH-].[Na+:2].[CH2:3]([N:5]([CH3:37])[C:6]1[CH:11]=[CH:10][CH:9]=[CH:8][C:7]=1[C:12]1[CH:21]=[CH:20][C:15]([C:16]([O:18]C)=[O:17])=[C:14]([NH:22][C:23]([C:25]2[CH:26]=[N:27][CH:28]=[C:29]([C:31]3[CH:36]=[CH:35][CH:34]=[CH:33][CH:32]=3)[CH:30]=2)=[O:24])[CH:13]=1)[CH3:4].Cl.